This data is from NCI-60 drug combinations with 297,098 pairs across 59 cell lines. The task is: Regression. Given two drug SMILES strings and cell line genomic features, predict the synergy score measuring deviation from expected non-interaction effect. (1) Drug 1: C1CCC(C1)C(CC#N)N2C=C(C=N2)C3=C4C=CNC4=NC=N3. Drug 2: C1C(C(OC1N2C=NC(=NC2=O)N)CO)O. Cell line: OVCAR-4. Synergy scores: CSS=9.91, Synergy_ZIP=-2.48, Synergy_Bliss=-1.41, Synergy_Loewe=-6.78, Synergy_HSA=-1.40. (2) Drug 1: CN(C)N=NC1=C(NC=N1)C(=O)N. Drug 2: C1=NC2=C(N1)C(=S)N=CN2. Cell line: SK-OV-3. Synergy scores: CSS=-0.176, Synergy_ZIP=-11.6, Synergy_Bliss=-24.9, Synergy_Loewe=-41.8, Synergy_HSA=-23.5. (3) Drug 1: CCN(CC)CCNC(=O)C1=C(NC(=C1C)C=C2C3=C(C=CC(=C3)F)NC2=O)C. Drug 2: CN(C(=O)NC(C=O)C(C(C(CO)O)O)O)N=O. Cell line: NCI-H226. Synergy scores: CSS=-3.56, Synergy_ZIP=2.80, Synergy_Bliss=3.06, Synergy_Loewe=-5.58, Synergy_HSA=-3.67. (4) Drug 1: CC(C1=C(C=CC(=C1Cl)F)Cl)OC2=C(N=CC(=C2)C3=CN(N=C3)C4CCNCC4)N. Drug 2: CC1C(C(CC(O1)OC2CC(CC3=C2C(=C4C(=C3O)C(=O)C5=C(C4=O)C(=CC=C5)OC)O)(C(=O)CO)O)N)O.Cl. Cell line: HCT-15. Synergy scores: CSS=33.9, Synergy_ZIP=2.93, Synergy_Bliss=3.80, Synergy_Loewe=1.80, Synergy_HSA=4.47. (5) Drug 1: C1=CN(C=N1)CC(O)(P(=O)(O)O)P(=O)(O)O. Drug 2: COCCOC1=C(C=C2C(=C1)C(=NC=N2)NC3=CC=CC(=C3)C#C)OCCOC.Cl. Cell line: NCI-H226. Synergy scores: CSS=-0.683, Synergy_ZIP=-0.601, Synergy_Bliss=-4.37, Synergy_Loewe=-5.46, Synergy_HSA=-4.66.